This data is from Catalyst prediction with 721,799 reactions and 888 catalyst types from USPTO. The task is: Predict which catalyst facilitates the given reaction. (1) Reactant: [OH:1][CH2:2][CH2:3][C:4]1[C:5](=[O:17])[N:6]([C:11]2[CH:16]=[CH:15][CH:14]=[CH:13][CH:12]=2)[N:7]([CH3:10])[C:8]=1[CH3:9].C(N(CC)CC)C.[CH3:25][S:26]([Cl:29])(=[O:28])=[O:27].[Cl-].[NH4+]. Product: [CH3:10][N:7]1[C:8]([CH3:9])=[C:4]([CH2:3][CH2:2][O:1][S:26]([CH3:25])(=[O:28])=[O:27])[C:5](=[O:17])[N:6]1[C:11]1[CH:16]=[CH:15][CH:14]=[CH:13][CH:12]=1.[Cl:29][CH2:2][CH2:3][C:4]1[C:5](=[O:17])[N:6]([C:11]2[CH:16]=[CH:15][CH:14]=[CH:13][CH:12]=2)[N:7]([CH3:10])[C:8]=1[CH3:9]. The catalyst class is: 4. (2) Reactant: [NH2:1][C:2]1[N:7]=[C:6]([NH:8][CH2:9][CH2:10][CH2:11][N:12]2[CH2:16][CH2:15][CH2:14][C:13]2=[O:17])[CH:5]=[C:4](Cl)[N:3]=1.[CH3:19][C:20]1[CH:25]=[CH:24][C:23]([S:26]([N:29]2[CH2:34][CH2:33][O:32][CH2:31][CH2:30]2)(=[O:28])=[O:27])=[CH:22][C:21]=1B(O)O.C(=O)([O-])[O-].[K+].[K+]. Product: [NH2:1][C:2]1[N:7]=[C:6]([NH:8][CH2:9][CH2:10][CH2:11][N:12]2[CH2:16][CH2:15][CH2:14][C:13]2=[O:17])[CH:5]=[C:4]([C:21]2[CH:22]=[C:23]([S:26]([N:29]3[CH2:34][CH2:33][O:32][CH2:31][CH2:30]3)(=[O:28])=[O:27])[CH:24]=[CH:25][C:20]=2[CH3:19])[N:3]=1. The catalyst class is: 38.